Dataset: Reaction yield outcomes from USPTO patents with 853,638 reactions. Task: Predict the reaction yield, written as a fraction of the theoretical maximum amount of product (1.0 means a 100% yield; for example, 0.34 means a 34% yield). The reactants are FC(F)(F)C1C=C(NC(=O)NC2C=CC(C3SC(CCC(OC)=O)=NC=3)=CC=2)C=CC=1.[NH2:32][C:33]1[CH:38]=[CH:37][C:36]([C:39]2[S:43][C:42]([CH2:44][CH2:45][CH2:46][C:47]([O:49][CH3:50])=[O:48])=[N:41][CH:40]=2)=[CH:35][CH:34]=1.[Cl:51][C:52]1[CH:57]=[CH:56][C:55]([N:58]=[C:59]=[O:60])=[C:54]([O:61][C:62]2[CH:67]=[CH:66][CH:65]=[CH:64][CH:63]=2)[CH:53]=1. No catalyst specified. The product is [Cl:51][C:52]1[CH:57]=[CH:56][C:55]([NH:58][C:59](=[O:60])[NH:32][C:33]2[CH:34]=[CH:35][C:36]([C:39]3[S:43][C:42]([CH2:44][CH2:45][CH2:46][C:47]([O:49][CH3:50])=[O:48])=[N:41][CH:40]=3)=[CH:37][CH:38]=2)=[C:54]([O:61][C:62]2[CH:63]=[CH:64][CH:65]=[CH:66][CH:67]=2)[CH:53]=1. The yield is 0.960.